The task is: Predict the product of the given reaction.. This data is from Forward reaction prediction with 1.9M reactions from USPTO patents (1976-2016). (1) Given the reactants [C:1]([O:5][C:6]([N:8]1[CH2:13][CH2:12][CH2:11][CH:10]([CH2:14][NH2:15])[CH2:9]1)=[O:7])([CH3:4])([CH3:3])[CH3:2].C1([O:22][C:23](=O)[NH:24][C:25]2[CH:30]=[CH:29][CH:28]=[C:27]([C:31]3[N:35]([CH3:36])[N:34]=[N:33][N:32]=3)[CH:26]=2)C=CC=CC=1.C(N(CC)CC)C, predict the reaction product. The product is: [C:1]([O:5][C:6]([N:8]1[CH2:13][CH2:12][CH2:11][CH:10]([CH2:14][NH:15][C:23]([NH:24][C:25]2[CH:30]=[CH:29][CH:28]=[C:27]([C:31]3[N:35]([CH3:36])[N:34]=[N:33][N:32]=3)[CH:26]=2)=[O:22])[CH2:9]1)=[O:7])([CH3:4])([CH3:3])[CH3:2]. (2) Given the reactants [Cl:1][C:2]1[CH:7]=[CH:6][CH:5]=[C:4]([O:8][CH3:9])[C:3]=1CC#N.[OH-:13].[K+].[CH2:15]([OH:18])[CH2:16]O, predict the reaction product. The product is: [Cl:1][C:2]1[CH:7]=[CH:6][CH:5]=[C:4]([O:8][CH3:9])[C:3]=1[CH2:16][C:15]([OH:18])=[O:13].